This data is from NCI-60 drug combinations with 297,098 pairs across 59 cell lines. The task is: Regression. Given two drug SMILES strings and cell line genomic features, predict the synergy score measuring deviation from expected non-interaction effect. (1) Drug 1: CCC1=C2CN3C(=CC4=C(C3=O)COC(=O)C4(CC)O)C2=NC5=C1C=C(C=C5)O. Drug 2: CC1C(C(CC(O1)OC2CC(CC3=C2C(=C4C(=C3O)C(=O)C5=C(C4=O)C(=CC=C5)OC)O)(C(=O)CO)O)N)O.Cl. Cell line: NCI-H322M. Synergy scores: CSS=28.3, Synergy_ZIP=-2.99, Synergy_Bliss=1.33, Synergy_Loewe=-0.905, Synergy_HSA=1.82. (2) Drug 1: CCC1=C2CN3C(=CC4=C(C3=O)COC(=O)C4(CC)O)C2=NC5=C1C=C(C=C5)O. Drug 2: C(CCl)NC(=O)N(CCCl)N=O. Cell line: NCIH23. Synergy scores: CSS=3.17, Synergy_ZIP=-3.52, Synergy_Bliss=-0.145, Synergy_Loewe=-10.3, Synergy_HSA=-2.21.